From a dataset of Reaction yield outcomes from USPTO patents with 853,638 reactions. Predict the reaction yield, written as a fraction of the theoretical maximum amount of product (1.0 means a 100% yield; for example, 0.34 means a 34% yield). (1) The yield is 1.00. The product is [CH2:1]([O:8][C:9]1[CH:10]=[CH:11][C:12]([I:17])=[C:13]([CH:16]=1)[CH2:14][O:15][C:18](=[O:20])[CH3:19])[C:2]1[CH:3]=[CH:4][CH:5]=[CH:6][CH:7]=1. The catalyst is ClCCl.CN(C)C1C=CN=CC=1. The reactants are [CH2:1]([O:8][C:9]1[CH:10]=[CH:11][C:12]([I:17])=[C:13]([CH:16]=1)[CH2:14][OH:15])[C:2]1[CH:7]=[CH:6][CH:5]=[CH:4][CH:3]=1.[C:18](OC(=O)C)(=[O:20])[CH3:19]. (2) The reactants are [BH4-].[Na+].[N+:3]([C:6]1[CH:11]=[CH:10][C:9]([CH2:12][C:13]([NH:15][CH2:16][CH2:17][N:18]2[CH2:23][CH2:22][N:21]([C:24]3[CH:29]=[CH:28][CH:27]=[CH:26][CH:25]=3)[CH2:20][CH2:19]2)=O)=[CH:8][CH:7]=1)([O-:5])=[O:4].CO. The catalyst is C1COCC1. The product is [N+:3]([C:6]1[CH:11]=[CH:10][C:9]([CH2:12][CH2:13][NH:15][CH2:16][CH2:17][N:18]2[CH2:19][CH2:20][N:21]([C:24]3[CH:25]=[CH:26][CH:27]=[CH:28][CH:29]=3)[CH2:22][CH2:23]2)=[CH:8][CH:7]=1)([O-:5])=[O:4]. The yield is 0.730. (3) The reactants are [CH3:1][O:2][C:3](=[O:20])[C:4]1[CH:9]=[CH:8][C:7]([CH2:10][NH:11][C:12]2[N:17]=[C:16]([Cl:18])[N:15]=[C:14](Cl)[N:13]=2)=[CH:6][CH:5]=1.[NH3:21].[NH4+].[Cl-]. The catalyst is O1CCOCC1.CCOC(C)=O. The product is [CH3:1][O:2][C:3](=[O:20])[C:4]1[CH:5]=[CH:6][C:7]([CH2:10][NH:11][C:12]2[N:13]=[C:14]([NH2:21])[N:15]=[C:16]([Cl:18])[N:17]=2)=[CH:8][CH:9]=1. The yield is 0.910. (4) The reactants are [OH:1][C@H:2]([CH3:6])[C:3]([NH2:5])=[O:4].C(N(CC)CC)C.[CH3:14][S:15](Cl)(=[O:17])=[O:16]. The catalyst is C1COCC1.O. The product is [C:3]([C@H:2]([O:1][S:15]([CH3:14])(=[O:17])=[O:16])[CH3:6])(=[O:4])[NH2:5]. The yield is 0.700.